From a dataset of Experimentally validated miRNA-target interactions with 360,000+ pairs, plus equal number of negative samples. Binary Classification. Given a miRNA mature sequence and a target amino acid sequence, predict their likelihood of interaction. (1) The miRNA is hsa-miR-3184-5p with sequence UGAGGGGCCUCAGACCGAGCUUUU. The protein sequence of the target gene is MEKLYKENEGKPENERNLESEGKPEDEGSTEDEGKSDEEEKPDMEGKTECEGKREDEGEPGDEGQLEDEGNQEKQGKSEGEDKPQSEGKPASQAKPESQPRAAEKRPAEDYVPRKAKRKTDRGTDDSPKDSQEDLQERHLSSEEMMRECGDVSRAQEELRKKQKMGGFHWMQRDVQDPFAPRGQRGVRGVRGGGRGQKDLEDVPYV. Result: 0 (no interaction). (2) The miRNA is hsa-miR-362-3p with sequence AACACACCUAUUCAAGGAUUCA. The protein sequence of the target gene is MVSSCCGSVCSDQGCGQDLCQETCCRPSCCETTCCRTTCCRPSCCVSSCCRPQCCQSVCCQPTCSRPSCCQTTCCRTTCYRPSCCVSSCCRPQCCQPACCQPTCCRPSCCETTCCHPRCCISSCCRPSCCVSSCCKPQCCQSVCCQPNCCRPSCSISSCCRPSCCESSCCRPCCCVRPVCGRVSCHTTCYRPTCVISSCPRPLCCASSCC. Result: 1 (interaction). (3) The miRNA is rno-let-7i-5p with sequence UGAGGUAGUAGUUUGUGCUGUU. The protein sequence of the target gene is MELCRSLALLGGSLGLMFCLIALSTDFWFEAVGPTHSAHSGLWPTGHGDIISGYIHVTQTFSIMAVLWALVSVSFLVLSCFPSLFPPGHGPLVSTTAAFAAAISMVVAMAVYTSERWDQPPHPQIQTFFSWSFYLGWVSAILLLCTGALSLGAHCGGPRPGYETL. Result: 0 (no interaction).